From a dataset of Full USPTO retrosynthesis dataset with 1.9M reactions from patents (1976-2016). Predict the reactants needed to synthesize the given product. (1) Given the product [Cl:18][C:13]1[CH:14]=[CH:15][CH:16]=[CH:17][C:12]=1[C:7]1[NH:8][C:9]2[C:4]([C:5](=[O:19])[CH:6]=1)=[CH:3][C:2]([NH:25][C:23]([CH:20]1[CH2:22][CH2:21]1)=[O:24])=[N:11][CH:10]=2, predict the reactants needed to synthesize it. The reactants are: Cl[C:2]1[CH:3]=[C:4]2[C:9](=[CH:10][N:11]=1)[NH:8][C:7]([C:12]1[CH:17]=[CH:16][CH:15]=[CH:14][C:13]=1[Cl:18])=[CH:6][C:5]2=[O:19].[CH:20]1([C:23]([NH2:25])=[O:24])[CH2:22][CH2:21]1.C(=O)([O-])[O-].[Cs+].[Cs+].O. (2) Given the product [CH:17]1([C:2]2[CH:12]=[C:11]([F:13])[C:10]([O:14][CH2:15][CH3:16])=[CH:9][C:3]=2[C:4]([O:6][CH2:7][CH3:8])=[O:5])[CH2:19][CH2:18]1, predict the reactants needed to synthesize it. The reactants are: Br[C:2]1[CH:12]=[C:11]([F:13])[C:10]([O:14][CH2:15][CH3:16])=[CH:9][C:3]=1[C:4]([O:6][CH2:7][CH3:8])=[O:5].[CH:17]1(B(O)O)[CH2:19][CH2:18]1. (3) Given the product [C:1]([O:6][C:7]1([CH2:17][CH3:18])[CH:8]2[CH2:16][CH:12]3[CH2:11][CH:10]([CH2:15][CH:14]1[CH2:13]3)[CH2:9]2)(=[O:5])[C:2]([CH3:4])=[CH2:3].[OH:22][C:23]1[CH:30]=[CH:29][C:26]([CH:27]=[CH2:28])=[CH:25][CH:24]=1, predict the reactants needed to synthesize it. The reactants are: [C:1]([O:6][C:7]1([CH2:17][CH3:18])[CH:14]2[CH2:15][CH:10]3[CH2:11][CH:12]([CH2:16][CH:8]1[CH2:9]3)[CH2:13]2)(=[O:5])[C:2]([CH3:4])=[CH2:3].C([O:22][C:23]1[CH:30]=[CH:29][C:26]([CH:27]=[CH2:28])=[CH:25][CH:24]=1)(=O)C.CO.C(O)(=O)C.